Task: Regression. Given a peptide amino acid sequence and an MHC pseudo amino acid sequence, predict their binding affinity value. This is MHC class II binding data.. Dataset: Peptide-MHC class II binding affinity with 134,281 pairs from IEDB The peptide sequence is AFKVAATAANAKPAN. The MHC is HLA-DPA10201-DPB11401 with pseudo-sequence HLA-DPA10201-DPB11401. The binding affinity (normalized) is 0.792.